Regression. Given a target protein amino acid sequence and a drug SMILES string, predict the binding affinity score between them. We predict pKi (pKi = -log10(Ki in M); higher means stronger inhibition). Dataset: bindingdb_ki. From a dataset of Drug-target binding data from BindingDB using Ki measurements. (1) The compound is CC[N+](CC)(CC)CC. The target protein (O08966) has sequence MPTVDDVLEHVGEFGWFQKQAFLLLCLISASLAPIYVGIVFLGFTPDHHCRSPGVAELSQRCGWSPAEELNYTVPGLGSAGEASFLSQCMKYEVDWNQSTLDCVDPLSSLAANRSHLPLSPCEHGWVYDTPGSSIVTEFNLVCGDAWKVDLFQSCVNLGFFLGSLVVGYIADRFGRKLCLLVTTLVTSLSGVLTAVAPDYTSMLLFRLLQGMVSKGSWVSGYTLITEFVGSGYRRTTAILYQVAFTVGLVGLAGVAYAIPDWRWLQLAVSLPTFLFLLYYWFVPESPRWLLSQKRTTQAVRIMEQIAQKNRKVPPADLKMMCLEEDASERRSPSFADLFRTPSLRKHTLILMYLWFSCAVLYQGLIMHVGATGANLYLDFFYSSLVEFPAAFIILVTIDRIGRIYPIAASNLVAGAACLLMIFIPHELHWLNVTLACLGRMGATIVLQMVCLVNAELYPTFIRNLGMMVCSALCDLGGIFTPFMVFRLMEVWQALPLILF.... The pKi is 3.9. (2) The small molecule is CC[C@H](C)[C@H](NC(=O)[C@H](CCCNC(=N)N)NC(=O)[C@H](CCCNC(=N)N)NC(=O)[C@H](CC(C)C)NC(=O)[C@H](Cc1ccccc1)NC(=O)CNC(=O)CNC(=O)[C@@H](N)Cc1ccc(O)cc1)C(=O)N[C@@H](CCCNC(=N)N)C(=O)N1CCC[C@H]1C(=O)N[C@@H](CCCCN)C(=O)N[C@@H](CC(C)C)C(=O)N[C@@H](CCCCN)C(=O)O. The target protein sequence is MDSPIQIFRGEPGPTCAPSACLPPNSSAWFPGWAEPDSNGSAGSEDAQLEPAHISPAIPVIITAVYSVVFVVGLVGNSLVMFVIIRYTKMKTATNIYIFNLALADALVTTTMPFQSTVYLMNSWPFGDVLCKIVISIDYYNMFTSIFTLTMMSVDRYIAVCHPVKALDFRTPLKAKIINICIWLLSSSVGISAIVLGGTKVREDVDVIECSAQFPDDDYSWWDLFMKICVFIFAFVIPVLIIIVCYTLMILRLKSVRLLSGSREKDRNLRRITRLVLVVVAVFVVCWTPIHIFILVEALGSTSHSTAALSSYYFCIALGYTNSSLNPILYAFLDENFKRCFRDFCFPLKMRMERQSTSRVRNTVQDPAYLRDIDGMNKPV. The pKi is 8.3. (3) The small molecule is NS(=O)(=O)c1nnc(NS(=O)(=O)c2ccccc2)s1. The target protein (P53615) has sequence MSATESSSIFTLSHNSNLQDILAANAKWASQMNNIQPTLFPDHNAKGQSPHTLFIGCSDSRYNENCLGVLPGEVFTWKNVANICHSEDLTLKATLEFAIICLKVNKVIICGHTDCGGIKTCLTNQREALPKVNCSHLYKYLDDIDTMYHEESQNLIHLKTQREKSHYLSHCNVKRQFNRIIENPTVQTAVQNGELQVYGLLYNVEDGLLQTVSTYTKVTPK. The pKi is 7.0. (4) The pKi is 9.1. The small molecule is CC[C@H](C)[C@H](NC(=O)[C@H](Cc1ccc(O)cc1)NC(=O)[C@H](Cc1c[nH]cn1)NC(=O)[C@H](CCCN=C(N)N)NC(=O)[C@H](CC(C)C)NC(=O)[C@H](C)NC(=O)[C@H](CO)NC(=O)[C@H](Cc1ccc(O)cc1)NC(=O)[C@H](Cc1ccc(O)cc1)NC(=O)[C@H](CCCN=C(N)N)NC(=O)[C@H](C)NC(=O)[C@H](CCSC)NC(=O)[C@H](CC(=O)O)NC(=O)[C@H](CCC(=O)O)NC(=O)[C@H](C)NC(=O)[C@@H]1CCCN1C(=O)[C@H](C)NC(=O)[C@H](CC(=O)O)NC(=O)[C@H](CCC(=O)O)NC(=O)CNC(=O)[C@@H]1CCCN1C(=O)[C@H](CC(N)=O)NC(=O)[C@H](CC(=O)O)NC(=O)[C@@H]1CCCN1C(=O)[C@H](CCCCN)NC(=O)[C@H](CO)NC(=O)[C@@H]1CCCN1C(=O)[C@@H](N)Cc1ccc(O)cc1)C(=O)N[C@@H](CC(N)=O)C(=O)N[C@@H](CC(C)C)C(=O)N[C@H](C(=O)N[C@H](C(=O)N[C@@H](CCCN=C(N)N)C(=O)N[C@@H](CCC(N)=O)C(=O)N[C@@H](CCCN=C(N)N)C(=O)N[C@@H](Cc1ccc(O)cc1)C(N)=O)[C@@H](C)O)[C@@H](C)CC. The target protein sequence is MGPLGAEADENQTVEVKVELYGSGPTTPRGELPPDPEPELIDSTKLVEVQVVLILAYCSIILLGVVGNSLVIHVVIKFKSMRTVTNFFIANLAVADLLVNTLCLPFTLTYTLMGEWKMGPVLCHLVPYAQGLAVQVSTITLTVIALDRHRCIVYHLESKISKQISFLIIGLAWGVSALLASPLAIFREYSLIEIIPDFEIVACTEKWPGEEKSVYGTVYSLSTLLILYVLPLGIISFSYTRIWSKLKNHVSPGAASDHYHQRRHKTTKMLVCVVVVFAVSWLPLHAFQLAVDIDSHVLDLKEYKLIFTVFHIIAMCSTFANPLLYGWMNSNYRKAFLSAFRCEQRLDAIHSEVSMTFKAKKNLEVKKNNGLTDSFSEATNV. (5) The drug is Cc1nc(-n2nc(C)nc2C)cc(C2(F)CC(c3nc4ccccc4n3C)C2)n1. The target protein sequence is MEDGPSNNASCFRRLTECFLSPSLTDEKVKAYLSLHPQVLDEFVSESVSAETVEKWLKRKNNKSEDESAPKEVSRYQDTNMQGVVYELNSYIEQRLDTGGDNQLLLYELSSIIKIATKADGFALYFLGECNNSLCIFTPPGIKEGKPRLIPAGPITQGTTVSAYVAKSRKTLLVEDILGDERFPRGTGLESGTRIQSVLCLPIVTAIGDLIGILELYRHWGKEAFCLSHQEVATANLAWASVAIHQVQVCRGLAKQTELNDFLLDVSKTYFDNIVAIDSLLEHIMIYAKNLVNADRCALFQVDHKNKELYSDLFDIGEEKEGKPVFKKTKEIRFSIEKGIAGQVARTGEVLNIPDAYADPRFNREVDLYTGYTTRNILCMPIVSRGSVIGVVQMVNKISGSAFSKTDENNFKMFAVFCALALHCANMYHRIRHSECIYRVTMEKLSYHSICTSEEWQGLMQFTLPVRLCKEIELFHFDIGPFENMWPGIFVYMVHRSCGT.... The pKi is 7.1. (6) The small molecule is CC[C@H](C)[C@H](NC(=O)[C@H](CC(C)C)NC(=O)C=Cc1ccccc1)C(=O)NCC(=O)N[C@@H](CCCNC(=N)N)C(=O)N[C@@H](CC(C)C)C(=O)N[C@@H](CCCN)C(N)=O. The target protein (Q63645) has sequence MRSLSLAWLLGGITLLAASASCNRTVNAPGPNSKGRSLIGRLDTPPPITGKGAPVEPGFSVDEFSASVLTGKLTTVFLPVIYIIVFVIGLPSNGMALWVFFFRTKKKHPAVIYMANLALADLLSVIWFPLKISYHLHGNDWTYGDALCKVLIGFFYGNMYCSILFMTCLSVQRYWVIVNPMGHSRKRANIAVGVSLAIWLLIFLVTIPLYVMRQTIYIPALNITTCHDVLPEEVLVGDMFSYFLSLAIGVFLFPALLTASAYVLMIKTLRSSAMDEHSEKKRRRAIRLIITVLSMYFICFAPSNVLLVVHYFLIKSQRQSHVYALYLVALCLSTLNSCIDPFVYYFVSKDFRDQARNALLCRSVRTVKRMQISLTSNKFSRKSSSYSSSSTSVKTSY. The pKi is 6.6.